Dataset: Forward reaction prediction with 1.9M reactions from USPTO patents (1976-2016). Task: Predict the product of the given reaction. (1) Given the reactants CC1(C)C(C)(C)OB([C:9]2[CH:14]=[CH:13][C:12]([CH:15]3[CH2:18][O:17][CH2:16]3)=[CH:11][CH:10]=2)O1.[OH-:20].[Na+].OO.Cl, predict the reaction product. The product is: [O:17]1[CH2:18][CH:15]([C:12]2[CH:13]=[CH:14][C:9]([OH:20])=[CH:10][CH:11]=2)[CH2:16]1. (2) Given the reactants [Br:1][C:2]1[C:3]([F:9])=[C:4]([OH:8])[CH:5]=[CH:6][CH:7]=1.[CH2:10]([O:12][C:13](=[O:17])[C:14]#[C:15][CH3:16])[CH3:11].N12CCCN=C1CCCCC2, predict the reaction product. The product is: [CH2:10]([O:12][C:13](=[O:17])/[CH:14]=[C:15](/[O:8][C:4]1[CH:5]=[CH:6][CH:7]=[C:2]([Br:1])[C:3]=1[F:9])\[CH3:16])[CH3:11]. (3) Given the reactants [F:1][C:2]1[CH:3]=[C:4]([CH2:8][NH2:9])[CH:5]=[CH:6][CH:7]=1.[CH:10]1([C:13](=O)[CH3:14])[CH2:12][CH2:11]1.[BH4-].[Na+], predict the reaction product. The product is: [CH:10]1([CH:13]([NH:9][CH2:8][C:4]2[CH:5]=[CH:6][CH:7]=[C:2]([F:1])[CH:3]=2)[CH3:14])[CH2:12][CH2:11]1. (4) Given the reactants Cl[C:2]1[CH:3]=[C:4]2[C:9](=[CH:10][CH:11]=1)[C:8]([OH:12])=[N:7][N:6]=[CH:5]2.B([C:16]1[CH:17]=[C:18]([CH:22]=[CH:23][C:24]=1[CH3:25])[C:19]([OH:21])=[O:20])(O)O.C1(P(C2CCCCC2)C2C=CC=CC=2C2C=CC=CC=2C)CCCCC1.C1(NC2CCCCC2)CCCCC1.[OH-].[Na+], predict the reaction product. The product is: [OH:12][C:8]1[C:9]2[C:4](=[CH:3][C:2]([C:16]3[CH:17]=[C:18]([CH:22]=[CH:23][C:24]=3[CH3:25])[C:19]([OH:21])=[O:20])=[CH:11][CH:10]=2)[CH:5]=[N:6][N:7]=1. (5) The product is: [Cl:24][CH2:2][C:3]1[CH:7]=[C:6]([C:8]2[C:9]([NH:14][C:15](=[O:21])[O:16][C:17]([CH3:20])([CH3:19])[CH3:18])=[N:10][CH:11]=[CH:12][CH:13]=2)[O:5][N:4]=1. Given the reactants O[CH2:2][C:3]1[CH:7]=[C:6]([C:8]2[C:9]([NH:14][C:15](=[O:21])[O:16][C:17]([CH3:20])([CH3:19])[CH3:18])=[N:10][CH:11]=[CH:12][CH:13]=2)[O:5][N:4]=1.S(Cl)([Cl:24])=O.N1C2C=CC=CC=2N=N1.[OH-].[Na+].C(OC)(C)(C)C, predict the reaction product. (6) Given the reactants [NH2:1][CH2:2][CH2:3][CH2:4][OH:5].C(N(CC)CC)C.[C:13](=[S:15])=[S:14].[CH3:16]I.Cl, predict the reaction product. The product is: [OH:5][CH2:4][CH2:3][CH2:2][NH:1][C:13](=[S:15])[S:14][CH3:16]. (7) Given the reactants [H-].[Na+].[I-].[CH3:4][S+](C)(C)=O.[O:9]=[S:10]1(=[O:21])[CH2:14][CH2:13][CH2:12][N:11]1[C:15]([CH3:20])([CH3:19])[C:16](=[O:18])[CH3:17], predict the reaction product. The product is: [CH3:17][C:16]1([C:15]([N:11]2[CH2:12][CH2:13][CH2:14][S:10]2(=[O:21])=[O:9])([CH3:20])[CH3:19])[CH2:4][O:18]1. (8) Given the reactants [F:1][C:2]1[CH:12]=[CH:11][CH:10]=[C:9]([F:13])[C:3]=1[C:4]([N:6]=[C:7]=[O:8])=[O:5].[CH3:14][NH:15][C:16]1[CH:28]=[CH:27][C:19]([C:20]([O:22][C:23]([CH3:26])([CH3:25])[CH3:24])=[O:21])=[CH:18][CH:17]=1.CCCCCC, predict the reaction product. The product is: [C:23]([O:22][C:20]([C:19]1[CH:27]=[CH:28][C:16]([N:15]([CH3:14])[C:7]([NH:6][C:4](=[O:5])[C:3]2[C:2]([F:1])=[CH:12][CH:11]=[CH:10][C:9]=2[F:13])=[O:8])=[CH:17][CH:18]=1)=[O:21])([CH3:26])([CH3:25])[CH3:24]. (9) Given the reactants [Cl:1][C:2]1[CH:3]=[CH:4][C:5]2[N:11]3[C:12]([C:15]([F:18])([F:17])[F:16])=[N:13][N:14]=[C:10]3[C@@H:9]([CH2:19][CH2:20][OH:21])[S:8][C@H:7]([C:22]3[CH:27]=[CH:26][CH:25]=[C:24]([O:28][CH3:29])[C:23]=3[O:30][CH3:31])[C:6]=2[CH:32]=1.C(N(CC)CC)C.[CH3:40][S:41](Cl)(=[O:43])=[O:42].C(=O)(O)[O-].[Na+], predict the reaction product. The product is: [CH3:40][S:41]([O:21][CH2:20][CH2:19][C@H:9]1[S:8][C@H:7]([C:22]2[CH:27]=[CH:26][CH:25]=[C:24]([O:28][CH3:29])[C:23]=2[O:30][CH3:31])[C:6]2[CH:32]=[C:2]([Cl:1])[CH:3]=[CH:4][C:5]=2[N:11]2[C:12]([C:15]([F:18])([F:17])[F:16])=[N:13][N:14]=[C:10]12)(=[O:43])=[O:42].